Dataset: Catalyst prediction with 721,799 reactions and 888 catalyst types from USPTO. Task: Predict which catalyst facilitates the given reaction. (1) Reactant: [Br:1][C:2]1[N:7]=[CH:6][C:5]([OH:8])=[CH:4][CH:3]=1.[C:9]([O:13][C:14](=[O:19])[NH:15][CH2:16][CH2:17]Br)([CH3:12])([CH3:11])[CH3:10].C(=O)([O-])[O-].[Cs+].[Cs+].CN(C)C=O. Product: [Br:1][C:2]1[N:7]=[CH:6][C:5]([O:8][CH2:17][CH2:16][NH:15][C:14](=[O:19])[O:13][C:9]([CH3:12])([CH3:11])[CH3:10])=[CH:4][CH:3]=1. The catalyst class is: 6. (2) Reactant: [C:1]1([C@H:7]2[C@@H:11]([C:12]3[CH:17]=[CH:16][CH:15]=[CH:14][CH:13]=3)[NH:10][C:9](=[S:18])[NH:8]2)[CH:6]=[CH:5][CH:4]=[CH:3][CH:2]=1.[Cl:19][C:20]1[CH:21]=[C:22]([CH:25]=[CH:26][CH:27]=1)[CH2:23]Cl. Product: [ClH:19].[Cl:19][C:20]1[CH:21]=[C:22]([CH:25]=[CH:26][CH:27]=1)[CH2:23][S:18][C:9]1[NH:8][C@H:7]([C:1]2[CH:2]=[CH:3][CH:4]=[CH:5][CH:6]=2)[C@H:11]([C:12]2[CH:13]=[CH:14][CH:15]=[CH:16][CH:17]=2)[N:10]=1. The catalyst class is: 14. (3) Reactant: O.[OH-].[Li+].[O:4]1[CH2:9][CH2:8][CH:7]([CH:10]([NH:15][C:16]([C:18]2[C:27]([NH:28][C:29]([NH:31][C:32]3[C:37]([CH3:38])=[CH:36][C:35]([CH3:39])=[CH:34][C:33]=3[CH3:40])=[O:30])=[CH:26][C:25]3[C:20](=[CH:21][CH:22]=[CH:23][CH:24]=3)[CH:19]=2)=[O:17])[C:11]([O:13]C)=[O:12])[CH2:6][CH2:5]1.CO.Cl. Product: [O:4]1[CH2:9][CH2:8][CH:7]([CH:10]([NH:15][C:16]([C:18]2[C:27]([NH:28][C:29]([NH:31][C:32]3[C:33]([CH3:40])=[CH:34][C:35]([CH3:39])=[CH:36][C:37]=3[CH3:38])=[O:30])=[CH:26][C:25]3[C:20](=[CH:21][CH:22]=[CH:23][CH:24]=3)[CH:19]=2)=[O:17])[C:11]([OH:13])=[O:12])[CH2:6][CH2:5]1. The catalyst class is: 20. (4) Reactant: [Br:1][C:2]1[C:14]2[C:13]3[C:8](=[CH:9][C:10]([CH:15]=O)=[CH:11][CH:12]=3)[NH:7][C:6]=2[C:5]([C:17]([NH2:19])=[O:18])=[CH:4][CH:3]=1.Cl.[NH2:21][OH:22].C(=O)([O-])[O-].[Na+].[Na+]. Product: [Br:1][C:2]1[C:14]2[C:13]3[C:8](=[CH:9][C:10](/[CH:15]=[N:21]/[OH:22])=[CH:11][CH:12]=3)[NH:7][C:6]=2[C:5]([C:17]([NH2:19])=[O:18])=[CH:4][CH:3]=1. The catalyst class is: 8.